Task: Regression. Given two drug SMILES strings and cell line genomic features, predict the synergy score measuring deviation from expected non-interaction effect.. Dataset: NCI-60 drug combinations with 297,098 pairs across 59 cell lines (1) Cell line: SK-OV-3. Drug 2: CC1=C(C(=O)C2=C(C1=O)N3CC4C(C3(C2COC(=O)N)OC)N4)N. Drug 1: C1=CC=C(C(=C1)C(C2=CC=C(C=C2)Cl)C(Cl)Cl)Cl. Synergy scores: CSS=13.0, Synergy_ZIP=-6.94, Synergy_Bliss=-0.372, Synergy_Loewe=-29.9, Synergy_HSA=-1.80. (2) Cell line: RPMI-8226. Synergy scores: CSS=-11.1, Synergy_ZIP=10.6, Synergy_Bliss=2.20, Synergy_Loewe=-4.21, Synergy_HSA=-4.02. Drug 2: CC(C)CN1C=NC2=C1C3=CC=CC=C3N=C2N. Drug 1: CC1=CC=C(C=C1)C2=CC(=NN2C3=CC=C(C=C3)S(=O)(=O)N)C(F)(F)F. (3) Drug 1: CC1=C(C(=CC=C1)Cl)NC(=O)C2=CN=C(S2)NC3=CC(=NC(=N3)C)N4CCN(CC4)CCO. Drug 2: C(CC(=O)O)C(=O)CN.Cl. Cell line: TK-10. Synergy scores: CSS=17.7, Synergy_ZIP=-6.71, Synergy_Bliss=-2.81, Synergy_Loewe=-16.6, Synergy_HSA=-3.25. (4) Drug 1: CC1C(C(CC(O1)OC2CC(CC3=C2C(=C4C(=C3O)C(=O)C5=C(C4=O)C(=CC=C5)OC)O)(C(=O)CO)O)N)O.Cl. Drug 2: CC(C)(C#N)C1=CC(=CC(=C1)CN2C=NC=N2)C(C)(C)C#N. Cell line: M14. Synergy scores: CSS=18.6, Synergy_ZIP=-9.26, Synergy_Bliss=-7.90, Synergy_Loewe=-5.11, Synergy_HSA=-5.97. (5) Drug 1: CC1C(C(CC(O1)OC2CC(CC3=C2C(=C4C(=C3O)C(=O)C5=C(C4=O)C(=CC=C5)OC)O)(C(=O)C)O)N)O.Cl. Drug 2: C1=NC2=C(N=C(N=C2N1C3C(C(C(O3)CO)O)F)Cl)N. Cell line: T-47D. Synergy scores: CSS=15.3, Synergy_ZIP=-4.90, Synergy_Bliss=2.54, Synergy_Loewe=-4.70, Synergy_HSA=2.23. (6) Drug 1: CC1C(C(CC(O1)OC2CC(CC3=C2C(=C4C(=C3O)C(=O)C5=C(C4=O)C(=CC=C5)OC)O)(C(=O)C)O)N)O.Cl. Drug 2: C1=NC2=C(N=C(N=C2N1C3C(C(C(O3)CO)O)F)Cl)N. Cell line: HCT-15. Synergy scores: CSS=13.4, Synergy_ZIP=-5.05, Synergy_Bliss=-5.30, Synergy_Loewe=-19.4, Synergy_HSA=-4.43.